Dataset: Forward reaction prediction with 1.9M reactions from USPTO patents (1976-2016). Task: Predict the product of the given reaction. (1) Given the reactants [F:1][C@:2]1([CH3:19])[C@H:6]([OH:7])[C@@:5]([F:10])([CH2:8][OH:9])[O:4][C@H:3]1[N:11]1[CH:16]=[CH:15][C:14](=[O:17])[NH:13][C:12]1=[O:18].C([Mg]Cl)(C)(C)C.Cl[C:27]1[CH:44]=[CH:43][CH:42]=[CH:41][C:28]=1[O:29][P:30](=[N:32][C@@H:33]([CH3:40])[C:34]([O:36][CH:37]([CH3:39])[CH3:38])=[O:35])=[O:31].CO, predict the reaction product. The product is: [CH:37]([O:36][C:34](=[O:35])[C@@H:33]([N:32]=[P:30]([O:29][C:28]1[CH:41]=[CH:42][CH:43]=[CH:44][C:27]=1[O:9][CH2:8][C@:5]1([F:10])[C@@H:6]([OH:7])[C@:2]([F:1])([CH3:19])[C@H:3]([N:11]2[CH:16]=[CH:15][C:14](=[O:17])[NH:13][C:12]2=[O:18])[O:4]1)=[O:31])[CH3:40])([CH3:38])[CH3:39]. (2) Given the reactants CC1C=CC(S([N:11]2[C:21]3[C:22]4[N:13]([CH2:14][C:15](=[O:24])[N:16]([CH3:23])[C:17]=4[CH:18]=[CH:19][CH:20]=3)[C:12]2=[O:25])(=O)=O)=CC=1.O, predict the reaction product. The product is: [CH3:23][N:16]1[C:17]2[CH:18]=[CH:19][CH:20]=[C:21]3[NH:11][C:12](=[O:25])[N:13]([C:22]=23)[CH2:14][C:15]1=[O:24]. (3) Given the reactants [CH2:1]([C:8]1[C:17]2[C:12](=[CH:13][CH:14]=[CH:15][CH:16]=2)[C:11]([N:18]2[CH2:23][CH2:22][N:21]([C:24]3[CH:29]=[N:28][C:27]([C:30]([OH:38])([CH3:37])[CH2:31]OS(C)(=O)=O)=[CH:26][N:25]=3)[CH2:20][CH2:19]2)=[N:10][N:9]=1)[C:2]1[CH:7]=[CH:6][CH:5]=[CH:4][CH:3]=1.[OH:39][CH:40]1[CH2:45][CH2:44][NH:43][CH2:42][CH2:41]1.C(N(C(C)C)CC)(C)C, predict the reaction product. The product is: [CH2:1]([C:8]1[C:17]2[C:12](=[CH:13][CH:14]=[CH:15][CH:16]=2)[C:11]([N:18]2[CH2:23][CH2:22][N:21]([C:24]3[CH:29]=[N:28][C:27]([C:30]([OH:38])([CH3:37])[CH2:31][N:43]4[CH2:44][CH2:45][CH:40]([OH:39])[CH2:41][CH2:42]4)=[CH:26][N:25]=3)[CH2:20][CH2:19]2)=[N:10][N:9]=1)[C:2]1[CH:3]=[CH:4][CH:5]=[CH:6][CH:7]=1. (4) Given the reactants [CH2:1]([N:5]1[C:9](=[O:10])[C:8](Cl)=[C:7]([C:12]2[CH:17]=[CH:16][CH:15]=[CH:14][CH:13]=2)[S:6]1(=[O:19])=[O:18])[CH2:2][CH2:3][CH3:4].[O:20]1[C:24]2[CH:25]=[CH:26][C:27]([CH2:29][NH2:30])=[CH:28][C:23]=2[O:22][CH2:21]1, predict the reaction product. The product is: [O:20]1[C:24]2[CH:25]=[CH:26][C:27]([CH2:29][NH:30][C:8]3[C:9](=[O:10])[N:5]([CH2:1][CH2:2][CH2:3][CH3:4])[S:6](=[O:19])(=[O:18])[C:7]=3[C:12]3[CH:17]=[CH:16][CH:15]=[CH:14][CH:13]=3)=[CH:28][C:23]=2[O:22][CH2:21]1. (5) Given the reactants [CH3:1][C:2]1[CH:3]=[C:4]([CH:7]=[C:8]([CH3:11])[C:9]=1[OH:10])[CH:5]=[O:6].C([O-])([O-])=O.[Cs+].[Cs+].[CH2:18]([O:20][C:21](=[O:26])[C:22](Br)([CH3:24])[CH3:23])[CH3:19], predict the reaction product. The product is: [CH2:18]([O:20][C:21](=[O:26])[C:22]([O:10][C:9]1[C:8]([CH3:11])=[CH:7][C:4]([CH:5]=[O:6])=[CH:3][C:2]=1[CH3:1])([CH3:24])[CH3:23])[CH3:19]. (6) Given the reactants [Cl:1][C:2]1[CH:7]=[CH:6][C:5]([C:8]2[CH:13]=[CH:12][CH:11]=[CH:10][C:9]=2[C:14](=O)[CH3:15])=[CH:4][CH:3]=1.[CH2:17]1[O:26][C:20]2([CH2:25][CH2:24][NH:23][CH2:22][CH2:21]2)[O:19][CH2:18]1.C(O)C.[BH4-].[Na+], predict the reaction product. The product is: [Cl:1][C:2]1[CH:7]=[CH:6][C:5]([C:8]2[CH:13]=[CH:12][CH:11]=[CH:10][C:9]=2[CH:14]([N:23]2[CH2:24][CH2:25][C:20]3([O:26][CH2:17][CH2:18][O:19]3)[CH2:21][CH2:22]2)[CH3:15])=[CH:4][CH:3]=1. (7) Given the reactants [N:1]1[CH:6]=[CH:5][C:4]([OH:7])=[CH:3][C:2]=1[OH:8].Br[CH2:10][C:11]1[CH:16]=[CH:15][CH:14]=[C:13]([F:17])[CH:12]=1, predict the reaction product. The product is: [F:17][C:13]1[CH:12]=[C:11]([CH:16]=[CH:15][CH:14]=1)[CH2:10][N:1]1[CH:6]=[CH:5][C:4]([O:7][CH2:10][C:11]2[CH:16]=[CH:15][CH:14]=[C:13]([F:17])[CH:12]=2)=[CH:3][C:2]1=[O:8].